Dataset: Full USPTO retrosynthesis dataset with 1.9M reactions from patents (1976-2016). Task: Predict the reactants needed to synthesize the given product. (1) The reactants are: [CH:1]([N:4]1[C:9]([CH3:10])=[CH:8][CH:7]=[C:6]([C:11]([O:13][CH2:14][CH3:15])=[O:12])[C:5]1=[O:16])([CH3:3])[CH3:2].[CH:17]([N-]C(C)C)(C)C.[Li+].CI. Given the product [CH2:10]([C:9]1[N:4]([CH:1]([CH3:2])[CH3:3])[C:5](=[O:16])[C:6]([C:11]([O:13][CH2:14][CH3:15])=[O:12])=[CH:7][CH:8]=1)[CH3:17], predict the reactants needed to synthesize it. (2) Given the product [CH:1]([N:4]1[C:9](=[O:10])[CH:8]=[CH:7][C:6]([C:11]2[N:12]([CH:23]([CH3:29])[C:24]([OH:26])=[O:25])[C:13](=[O:22])[O:14][C:15]=2[C:16]2[CH:21]=[CH:20][CH:19]=[CH:18][CH:17]=2)=[N:5]1)([CH3:3])[CH3:2], predict the reactants needed to synthesize it. The reactants are: [CH:1]([N:4]1[C:9](=[O:10])[CH:8]=[CH:7][C:6]([C:11]2[N:12]([CH:23]([CH3:29])[C:24]([O:26]CC)=[O:25])[C:13](=[O:22])[O:14][C:15]=2[C:16]2[CH:21]=[CH:20][CH:19]=[CH:18][CH:17]=2)=[N:5]1)([CH3:3])[CH3:2]. (3) Given the product [CH:1]([S:4]([C:6]1[CH:16]=[CH:15][C:9]([C:10]([OH:12])=[O:11])=[CH:8][CH:7]=1)=[O:5])([CH3:3])[CH3:2], predict the reactants needed to synthesize it. The reactants are: [CH:1]([S:4]([C:6]1[CH:16]=[CH:15][C:9]([C:10]([O:12]CC)=[O:11])=[CH:8][CH:7]=1)=[O:5])([CH3:3])[CH3:2].[OH-].[Na+].Cl. (4) Given the product [Cl:8][C:7]1[C:2](=[O:17])[NH:3][N:4]=[C:5]([C:9]2[CH:14]=[CH:13][CH:12]=[CH:11][CH:10]=2)[CH:6]=1, predict the reactants needed to synthesize it. The reactants are: Cl[C:2]1[N:3]=[N:4][C:5]([C:9]2[CH:14]=[CH:13][CH:12]=[CH:11][CH:10]=2)=[CH:6][C:7]=1[Cl:8].C(O)(=[O:17])C.